This data is from HIV replication inhibition screening data with 41,000+ compounds from the AIDS Antiviral Screen. The task is: Binary Classification. Given a drug SMILES string, predict its activity (active/inactive) in a high-throughput screening assay against a specified biological target. (1) The drug is c1ccc2[nH]c(SSSSc3nc4ccccc4[nH]3)nc2c1. The result is 0 (inactive). (2) The molecule is N#C[S-].N#C[SH+][Co-4]12([SH+]C#N)(NCCN1)NCCN2. The result is 0 (inactive). (3) The drug is C=C1CCC2(C)C(C)CCC(O)C2(CCC=C(C)C)C1Cc1c[nH]c2ccccc12. The result is 0 (inactive). (4) The drug is CC(C)CCCC(C)C1CCC2C3CCC4CC(CCC=C(c5cc(Cl)c(OCc6ccccc6[N+](=O)[O-])c(C(=O)O)c5)c5cc(Cl)c(OCc6ccccc6[N+](=O)[O-])c(C(=O)O)c5)CCC4(C)C3CCC12C. The result is 0 (inactive). (5) The compound is COc1cc(C=C2SC(c3ccccc3)N(c3ccc(Cl)cc3)C2=O)cc(OC)c1OC. The result is 0 (inactive). (6) The drug is c1ccc([PH](c2ccccc2)(c2ccccc2)[Pt-2]([PH](c2ccccc2)(c2ccccc2)c2ccccc2)([PH](c2ccccc2)(c2ccccc2)c2ccccc2)[PH](c2ccccc2)(c2ccccc2)c2ccccc2)cc1. The result is 0 (inactive). (7) The compound is CN(NC(=O)Nc1cccc2ccccc12)c1ccccc1. The result is 0 (inactive). (8) The result is 0 (inactive). The drug is CC1(O)CCC2(C)C3CCCC3C12.